This data is from Full USPTO retrosynthesis dataset with 1.9M reactions from patents (1976-2016). The task is: Predict the reactants needed to synthesize the given product. Given the product [Cl:1][C:2]1[CH:3]=[C:4]2[C:5]([CH:6]=[CH:15][C:14]([C:17]3[CH:22]=[CH:21][CH:20]=[CH:19][CH:18]=3)=[N:10]2)=[CH:8][CH:9]=1, predict the reactants needed to synthesize it. The reactants are: [Cl:1][C:2]1[CH:9]=[CH:8][C:5]([CH:6]=O)=[C:4]([N+:10]([O-])=O)[CH:3]=1.Cl.[C:14]([C:17]1[CH:22]=[CH:21][CH:20]=[CH:19][CH:18]=1)(=O)[CH3:15].[OH-].[K+].